Dataset: Reaction yield outcomes from USPTO patents with 853,638 reactions. Task: Predict the reaction yield, written as a fraction of the theoretical maximum amount of product (1.0 means a 100% yield; for example, 0.34 means a 34% yield). (1) The reactants are [CH2:1]([C:3]1([S:6]([O-:9])(=O)=[O:7])[CH2:5][CH2:4]1)[CH3:2].[K+].S(Cl)([Cl:13])=O.O. The catalyst is C(Cl)Cl.CN(C=O)C. The product is [CH2:1]([C:3]1([S:6]([Cl:13])(=[O:9])=[O:7])[CH2:5][CH2:4]1)[CH3:2]. The yield is 0.830. (2) The reactants are [F:1][C:2]1[CH:22]=[CH:21][C:5]([O:6][CH2:7][CH2:8][CH2:9][N:10]2C(=O)C3C(=CC=CC=3)C2=O)=[C:4]([N+:23]([O-:25])=[O:24])[CH:3]=1.O.NN. The catalyst is C(O)C. The product is [F:1][C:2]1[CH:22]=[CH:21][C:5]([O:6][CH2:7][CH2:8][CH2:9][NH2:10])=[C:4]([N+:23]([O-:25])=[O:24])[CH:3]=1. The yield is 1.00. (3) The reactants are [Br:1][C:2]1[C:7]([CH3:8])=[CH:6][C:5]([NH:9][C:10]2([C:13]([OH:15])=O)[CH2:12][CH2:11]2)=[CH:4][C:3]=1[CH3:16].[O-:17][C:18]#[N:19].[K+].C(=O)([O-])O.[Na+]. The catalyst is C(O)(=O)C.ClCCl. The product is [Br:1][C:2]1[C:3]([CH3:16])=[CH:4][C:5]([N:9]2[C:18](=[O:17])[NH:19][C:13](=[O:15])[C:10]32[CH2:11][CH2:12]3)=[CH:6][C:7]=1[CH3:8]. The yield is 0.230. (4) The reactants are [CH3:1][C:2]1([CH3:21])[CH:6]([C:7]2[CH:12]=[CH:11][CH:10]=[CH:9][CH:8]=2)[C:5]2[C:13]([CH3:20])=[C:14]([NH2:19])[C:15]([CH3:18])=[C:16]([CH3:17])[C:4]=2[O:3]1.[CH3:22][O:23][C:24]1[CH:32]=[CH:31][C:27]([C:28](Cl)=[O:29])=[CH:26][CH:25]=1.C(N(CC)CC)C. The catalyst is C(Cl)(Cl)Cl. The product is [CH3:22][O:23][C:24]1[CH:32]=[CH:31][C:27]([C:28]([NH:19][C:14]2[C:15]([CH3:18])=[C:16]([CH3:17])[C:4]3[O:3][C:2]([CH3:21])([CH3:1])[CH:6]([C:7]4[CH:8]=[CH:9][CH:10]=[CH:11][CH:12]=4)[C:5]=3[C:13]=2[CH3:20])=[O:29])=[CH:26][CH:25]=1. The yield is 0.720. (5) The reactants are Br[CH2:2][C:3]1[CH:8]=[CH:7][C:6]([C:9]([F:12])([F:11])[F:10])=[CH:5][N:4]=1.[OH:13][C:14]1[CH:19]=[CH:18][N:17]([C:20]2[CH:21]=[CH:22][C:23]3[C:24]4[CH2:33][N:32]([C:34]([O:36][C:37]([CH3:40])([CH3:39])[CH3:38])=[O:35])[CH2:31][CH2:30][C:25]=4[N:26]([CH3:29])[C:27]=3[CH:28]=2)[C:16](=[O:41])[CH:15]=1.C([O-])([O-])=O.[K+].[K+]. The catalyst is C(#N)C.CN(C=O)C.C(Cl)Cl. The product is [CH3:29][N:26]1[C:27]2[CH:28]=[C:20]([N:17]3[CH:18]=[CH:19][C:14]([O:13][CH2:2][C:3]4[CH:8]=[CH:7][C:6]([C:9]([F:12])([F:11])[F:10])=[CH:5][N:4]=4)=[CH:15][C:16]3=[O:41])[CH:21]=[CH:22][C:23]=2[C:24]2[CH2:33][N:32]([C:34]([O:36][C:37]([CH3:40])([CH3:39])[CH3:38])=[O:35])[CH2:31][CH2:30][C:25]1=2. The yield is 0.290. (6) The reactants are [C:1]([C:5]1[CH:12]=[CH:11][C:8]([CH:9]=O)=[CH:7][CH:6]=1)([CH3:4])([CH3:3])[CH3:2].[F:13][C:14]1[CH:19]=[CH:18][CH:17]=[CH:16][C:15]=1[CH2:20][CH2:21][NH2:22].[BH4-].[Na+]. The catalyst is CO.Cl. The product is [C:1]([C:5]1[CH:12]=[CH:11][C:8]([CH2:9][NH:22][CH2:21][CH2:20][C:15]2[CH:16]=[CH:17][CH:18]=[CH:19][C:14]=2[F:13])=[CH:7][CH:6]=1)([CH3:4])([CH3:3])[CH3:2]. The yield is 0.650.